This data is from NCI-60 drug combinations with 297,098 pairs across 59 cell lines. The task is: Regression. Given two drug SMILES strings and cell line genomic features, predict the synergy score measuring deviation from expected non-interaction effect. (1) Drug 1: C1=NC2=C(N1)C(=S)N=CN2. Drug 2: CC12CCC3C(C1CCC2OP(=O)(O)O)CCC4=C3C=CC(=C4)OC(=O)N(CCCl)CCCl.[Na+]. Cell line: PC-3. Synergy scores: CSS=8.68, Synergy_ZIP=-6.53, Synergy_Bliss=-5.31, Synergy_Loewe=-14.8, Synergy_HSA=-4.26. (2) Drug 1: C1CCC(C1)C(CC#N)N2C=C(C=N2)C3=C4C=CNC4=NC=N3. Drug 2: C1=CC(=CC=C1CCCC(=O)O)N(CCCl)CCCl. Cell line: HS 578T. Synergy scores: CSS=9.77, Synergy_ZIP=-1.50, Synergy_Bliss=4.33, Synergy_Loewe=-3.92, Synergy_HSA=-1.00. (3) Drug 1: C1CCC(C1)C(CC#N)N2C=C(C=N2)C3=C4C=CNC4=NC=N3. Drug 2: CCC1=CC2CC(C3=C(CN(C2)C1)C4=CC=CC=C4N3)(C5=C(C=C6C(=C5)C78CCN9C7C(C=CC9)(C(C(C8N6C)(C(=O)OC)O)OC(=O)C)CC)OC)C(=O)OC.C(C(C(=O)O)O)(C(=O)O)O. Cell line: NCI/ADR-RES. Synergy scores: CSS=1.48, Synergy_ZIP=-1.11, Synergy_Bliss=-0.754, Synergy_Loewe=-0.539, Synergy_HSA=-0.840.